Dataset: Forward reaction prediction with 1.9M reactions from USPTO patents (1976-2016). Task: Predict the product of the given reaction. (1) Given the reactants [NH2:1][C:2]1[CH:3]=[C:4]([C:9]([N:11]2[CH2:16][CH2:15][C@H:14]([C:17]3[CH:22]=[CH:21][C:20](Br)=[CH:19][CH:18]=3)[C@H:13]([CH3:24])[CH2:12]2)=[O:10])[CH:5]=[CH:6][C:7]=1[CH3:8].C([O-])([O-])=O.[Na+].[Na+].[CH3:31][N:32]1[C:36](B2OC(C)(C)C(C)(C)O2)=[CH:35][CH:34]=[N:33]1.O, predict the reaction product. The product is: [NH2:1][C:2]1[CH:3]=[C:4]([C:9]([N:11]2[CH2:16][CH2:15][C@H:14]([C:17]3[CH:22]=[CH:21][C:20]([C:36]4[N:32]([CH3:31])[N:33]=[CH:34][CH:35]=4)=[CH:19][CH:18]=3)[C@H:13]([CH3:24])[CH2:12]2)=[O:10])[CH:5]=[CH:6][C:7]=1[CH3:8]. (2) Given the reactants [C:1]([C:5]1[O:9][C:8]([CH2:10][Cl:11])=[N:7][CH:6]=1)([CH3:4])([CH3:3])[CH3:2].[NH2:12][C:13]([NH2:15])=[S:14], predict the reaction product. The product is: [ClH:11].[C:1]([C:5]1[O:9][C:8]([CH2:10][S:14][C:13]([NH2:15])=[NH2+:12])=[N:7][CH:6]=1)([CH3:4])([CH3:3])[CH3:2]. (3) Given the reactants [CH3:1][N:2]1[CH2:7][CH2:6][N:5]([C:8]2[CH:13]=[CH:12][C:11]([N:14]3[CH2:19][CH2:18][CH2:17][CH2:16][CH2:15]3)=[C:10]([N+:20]([O-])=O)[CH:9]=2)[CH2:4][CH2:3]1.[C:23]([C:25]1[O:29][C:28]([C:30](O)=[O:31])=[CH:27][CH:26]=1)#[N:24].C(Cl)(=O)C(Cl)=O.CCN(C(C)C)C(C)C, predict the reaction product. The product is: [CH3:1][N:2]1[CH2:7][CH2:6][N:5]([C:8]2[CH:13]=[CH:12][C:11]([N:14]3[CH2:19][CH2:18][CH2:17][CH2:16][CH2:15]3)=[C:10]([NH:20][C:30]([C:28]3[O:29][C:25]([C:23]#[N:24])=[CH:26][CH:27]=3)=[O:31])[CH:9]=2)[CH2:4][CH2:3]1.